Task: Predict the reaction yield, written as a fraction of the theoretical maximum amount of product (1.0 means a 100% yield; for example, 0.34 means a 34% yield).. Dataset: Reaction yield outcomes from USPTO patents with 853,638 reactions (1) The reactants are [Cl:1][C:2]1[N:10]=[CH:9][N:8]=[C:7]2[C:3]=1[N:4]=[CH:5][N:6]2[C@H:11]1[C@@H:15]2[O:16][C:17]([CH3:20])([CH3:19])[O:18][C@@H:14]2[C@@H:13]([CH2:21][CH2:22][S:23]([O-:26])(=O)=[O:24])[O:12]1.C([N+](CCCC)(CCCC)CCCC)CCC.C(Cl)[Cl:45].CN(C)C=O.S(Cl)(Cl)=O. No catalyst specified. The product is [Cl:1][C:2]1[N:10]=[CH:9][N:8]=[C:7]2[C:3]=1[N:4]=[CH:5][N:6]2[C@H:11]1[C@@H:15]2[O:16][C:17]([CH3:20])([CH3:19])[O:18][C@@H:14]2[C@@H:13]([CH2:21][CH2:22][S:23]([Cl:45])(=[O:26])=[O:24])[O:12]1. The yield is 0.780. (2) The reactants are [Cl:1][CH2:2][CH2:3][N:4]=[C:5]=[O:6].[S:7]1[C:11]2[CH:12]=[C:13]([NH2:16])[CH:14]=[CH:15][C:10]=2[N:9]=[CH:8]1.C(OCC)(=O)C. The catalyst is C1(C)C=CC=CC=1.CCCCCC. The product is [S:7]1[C:11]2[CH:12]=[C:13]([NH:16][C:5]([NH:4][CH2:3][CH2:2][Cl:1])=[O:6])[CH:14]=[CH:15][C:10]=2[N:9]=[CH:8]1. The yield is 0.802. (3) The reactants are [OH:1][C:2]1[CH:7]=[CH:6][CH:5]=[CH:4][C:3]=1[CH2:8][C:9]([N:11]1[CH2:16][CH2:15][CH:14]([C:17]2[CH:22]=[CH:21][CH:20]=[CH:19][C:18]=2[C:23]([F:26])([F:25])[F:24])[CH2:13][CH2:12]1)=[O:10].[H-].[Na+].[S:29](Cl)(=[O:32])(=[O:31])[NH2:30]. The catalyst is C1COCC1. The product is [S:29](=[O:32])(=[O:31])([O:1][C:2]1[CH:7]=[CH:6][CH:5]=[CH:4][C:3]=1[CH2:8][C:9](=[O:10])[N:11]1[CH2:16][CH2:15][CH:14]([C:17]2[CH:22]=[CH:21][CH:20]=[CH:19][C:18]=2[C:23]([F:26])([F:24])[F:25])[CH2:13][CH2:12]1)[NH2:30]. The yield is 0.490. (4) The reactants are [CH3:1][O:2][C:3]1[CH:4]=[C:5]2[C:10](=[CH:11][C:12]=1[O:13][CH3:14])[N:9]=[CH:8][CH:7]=[C:6]2[O:15][C:16]1[CH:23]=[CH:22][C:21]([O:24][CH3:25])=[CH:20][C:17]=1[CH:18]=[O:19].[CH2:26]([Mg]Br)[CH3:27].[Cl-].[NH4+]. The catalyst is O1CCCC1. The product is [CH3:1][O:2][C:3]1[CH:4]=[C:5]2[C:10](=[CH:11][C:12]=1[O:13][CH3:14])[N:9]=[CH:8][CH:7]=[C:6]2[O:15][C:16]1[CH:23]=[CH:22][C:21]([O:24][CH3:25])=[CH:20][C:17]=1[CH:18]([OH:19])[CH2:26][CH3:27]. The yield is 0.490.